Dataset: Full USPTO retrosynthesis dataset with 1.9M reactions from patents (1976-2016). Task: Predict the reactants needed to synthesize the given product. (1) Given the product [OH:1][CH2:2][CH2:3][C:4]1[N:5]=[CH:6][C:7]([C:10]([O:12][CH3:13])=[O:11])=[N:8][CH:9]=1, predict the reactants needed to synthesize it. The reactants are: [O:1]=[CH:2][CH2:3][C:4]1[N:5]=[CH:6][C:7]([C:10]([O:12][CH3:13])=[O:11])=[N:8][CH:9]=1.[BH4-].[Na+].Cl. (2) Given the product [CH3:8][C:3]([N+:5]([O-:7])=[O:6])([CH3:4])[CH2:2][C:9]1[CH:18]=[CH:17][C:16]2[C:11](=[CH:12][CH:13]=[CH:14][CH:15]=2)[CH:10]=1, predict the reactants needed to synthesize it. The reactants are: Cl[CH:2]([C:9]1[CH:18]=[CH:17][C:16]2[C:11](=[CH:12][CH:13]=[CH:14][CH:15]=2)[CH:10]=1)[C:3]([CH3:8])([N+:5]([O-:7])=[O:6])[CH3:4].C(OCC)(=O)C. (3) Given the product [C:1]([O:4][C@H:5]([C@H:13]1[O:18][C@@H:17]([CH3:19])[CH2:16][N:15]([C:20]2[CH:24]=[CH:23][N:22]([C:25]3[CH:30]=[C:29]([C:31]([F:32])([F:34])[F:33])[N:28]=[N:27][CH:26]=3)[N:21]=2)[C:14]1=[O:35])[C:6]([OH:8])=[O:7])(=[O:3])[CH3:2], predict the reactants needed to synthesize it. The reactants are: [C:1]([O:4][C@H:5]([C@H:13]1[O:18][C@@H:17]([CH3:19])[CH2:16][N:15]([C:20]2[CH:24]=[CH:23][N:22]([C:25]3[CH:30]=[C:29]([C:31]([F:34])([F:33])[F:32])[N:28]=[N:27][CH:26]=3)[N:21]=2)[C:14]1=[O:35])[C:6]([O:8]C(C)(C)C)=[O:7])(=[O:3])[CH3:2]. (4) Given the product [CH3:20][O:18][C:17]([C:15]1[S:16][C:12]([C:9](=[O:11])[CH:10]=[CH:3][N:4]([CH3:5])[CH3:6])=[CH:13][CH:14]=1)=[O:19], predict the reactants needed to synthesize it. The reactants are: CO[CH:3](OC)[N:4]([CH3:6])[CH3:5].[C:9]([C:12]1[S:16][C:15]([C:17]([OH:19])=[O:18])=[CH:14][CH:13]=1)(=[O:11])[CH3:10].[CH3:20]CCCCC.C(OC)(C)(C)C.